From a dataset of Reaction yield outcomes from USPTO patents with 853,638 reactions. Predict the reaction yield, written as a fraction of the theoretical maximum amount of product (1.0 means a 100% yield; for example, 0.34 means a 34% yield). (1) The reactants are C([O:14][C:15]1[C:24]2[N:23]=[CH:22][CH:21]=[CH:20][C:19]=2[C:18]([C:25]([OH:27])=O)=[C:17]2[CH2:28][N:29]([CH2:32][C:33]3[CH:38]=[CH:37][C:36]([F:39])=[CH:35][CH:34]=3)[C:30](=[O:31])[C:16]=12)(C1C=CC=CC=1)C1C=CC=CC=1.[CH3:40][NH:41][C:42]1[CH:47]=[CH:46][CH:45]=[CH:44][N:43]=1.C(N(C(C)C)CC)(C)C.F[P-](F)(F)(F)(F)F.N1(OC(N(C)C)=[N+](C)C)C2N=CC=CC=2N=N1. The catalyst is CN(C)C=O. The product is [CH3:40][N:41]([C:42]1[CH:47]=[CH:46][CH:45]=[CH:44][N:43]=1)[C:25]([C:18]1[C:19]2[CH:20]=[CH:21][CH:22]=[N:23][C:24]=2[C:15]([OH:14])=[C:16]2[C:30](=[O:31])[N:29]([CH2:32][C:33]3[CH:38]=[CH:37][C:36]([F:39])=[CH:35][CH:34]=3)[CH2:28][C:17]=12)=[O:27]. The yield is 0.0800. (2) The reactants are [NH2:1][C:2]1[CH:10]=[CH:9][C:8]([OH:11])=[CH:7][C:3]=1[C:4]([OH:6])=O.O=S(Cl)Cl.[Cl:16][C:17]1[CH:23]=[CH:22][CH:21]=[CH:20][C:18]=1[NH2:19].C(Cl)(Cl)Cl. The catalyst is C1C=CC=CC=1. The product is [NH2:1][C:2]1[CH:10]=[CH:9][C:8]([OH:11])=[CH:7][C:3]=1[C:4]([NH:19][C:18]1[CH:20]=[CH:21][CH:22]=[CH:23][C:17]=1[Cl:16])=[O:6]. The yield is 0.120.